This data is from Catalyst prediction with 721,799 reactions and 888 catalyst types from USPTO. The task is: Predict which catalyst facilitates the given reaction. (1) Reactant: [CH2:1]([O:3][C:4]1[CH:9]=[CH:8][C:7]([S:10](Cl)(=[O:12])=[O:11])=[CH:6][C:5]=1[C:14]1[NH:19][C:18](=[O:20])[C:17]2=[C:21]([CH3:29])[N:22]=[C:23]([CH:24]([CH2:27][CH3:28])[CH2:25][CH3:26])[N:16]2[N:15]=1)[CH3:2].CN(C1C=CC=CN=1)C.[CH3:39][N:40]1[CH2:45][CH2:44][NH:43][CH2:42][CH2:41]1. Product: [CH2:1]([O:3][C:4]1[CH:9]=[CH:8][C:7]([S:10]([N:43]2[CH2:44][CH2:45][N:40]([CH3:39])[CH2:41][CH2:42]2)(=[O:12])=[O:11])=[CH:6][C:5]=1[C:14]1[NH:19][C:18](=[O:20])[C:17]2=[C:21]([CH3:29])[N:22]=[C:23]([CH:24]([CH2:27][CH3:28])[CH2:25][CH3:26])[N:16]2[N:15]=1)[CH3:2]. The catalyst class is: 4. (2) Reactant: [N:1]1([C:15]([O:17][C:18]([CH3:21])([CH3:20])[CH3:19])=[O:16])[CH2:6][CH2:5][CH:4]([C:7](OC)=[O:8])[CH:3]([C:11](OC)=[O:12])[CH2:2]1.[BH4-].[Na+]. Product: [OH:12][CH2:11][CH:3]1[CH:4]([CH2:7][OH:8])[CH2:5][CH2:6][N:1]([C:15]([O:17][C:18]([CH3:21])([CH3:20])[CH3:19])=[O:16])[CH2:2]1. The catalyst class is: 14. (3) Reactant: [CH:1]([C:4]1[CH:9]=[CH:8][CH:7]=[C:6]([CH3:10])[C:5]=1[N:11]=[C:12]([C:14]1[N:19]=[C:18]([C:20](=O)[CH3:21])[CH:17]=[CH:16][CH:15]=1)[CH3:13])([CH3:3])[CH3:2].[CH:23]([C:26]1[CH:31]=[CH:30][CH:29]=[CH:28][C:27]=1[NH2:32])([CH3:25])[CH3:24]. Product: [CH:1]([C:4]1[CH:9]=[CH:8][CH:7]=[C:6]([CH3:10])[C:5]=1[N:11]=[C:12]([C:14]1[CH:15]=[CH:16][CH:17]=[C:18]([C:20](=[N:32][C:27]2[CH:28]=[CH:29][CH:30]=[CH:31][C:26]=2[CH:23]([CH3:25])[CH3:24])[CH3:21])[N:19]=1)[CH3:13])([CH3:3])[CH3:2]. The catalyst class is: 11.